The task is: Predict which catalyst facilitates the given reaction.. This data is from Catalyst prediction with 721,799 reactions and 888 catalyst types from USPTO. Reactant: [CH3:1][C:2]1([CH3:14])[C:6]([CH3:8])([CH3:7])[O:5][B:4]([C:9]2[CH:10]=[N:11][NH:12][CH:13]=2)[O:3]1.C([O-])([O-])=O.[Cs+].[Cs+].Br[CH2:22][C:23]([O:25][CH3:26])=[O:24]. Product: [CH3:26][O:25][C:23](=[O:24])[CH2:22][N:12]1[CH:13]=[C:9]([B:4]2[O:5][C:6]([CH3:7])([CH3:8])[C:2]([CH3:14])([CH3:1])[O:3]2)[CH:10]=[N:11]1. The catalyst class is: 31.